Dataset: TCR-epitope binding with 47,182 pairs between 192 epitopes and 23,139 TCRs. Task: Binary Classification. Given a T-cell receptor sequence (or CDR3 region) and an epitope sequence, predict whether binding occurs between them. (1) The epitope is PROT_97E67BCC. The TCR CDR3 sequence is CASSGLASGTDTQYF. Result: 1 (the TCR binds to the epitope). (2) The epitope is KLWAQCVQL. The TCR CDR3 sequence is CASKGPLNSPLHF. Result: 1 (the TCR binds to the epitope).